This data is from Catalyst prediction with 721,799 reactions and 888 catalyst types from USPTO. The task is: Predict which catalyst facilitates the given reaction. (1) Reactant: [F:1][C:2]1[CH:7]=[CH:6][CH:5]=[C:4]([F:8])[C:3]=1[N:9]1[C:14]2[N:15]=[C:16]([NH:27][CH2:28][C:29](O)=[O:30])[N:17]=[C:18]([C:19]3[CH:24]=[CH:23][C:22]([F:25])=[CH:21][C:20]=3[CH3:26])[C:13]=2[CH:12]=[CH:11][C:10]1=[O:32].Cl.[NH:34]1[CH2:37][CH:36]([OH:38])[CH2:35]1.CN1CCOCC1. Product: [F:8][C:4]1[CH:5]=[CH:6][CH:7]=[C:2]([F:1])[C:3]=1[N:9]1[C:14]2[N:15]=[C:16]([NH:27][CH2:28][C:29]([N:34]3[CH2:37][CH:36]([OH:38])[CH2:35]3)=[O:30])[N:17]=[C:18]([C:19]3[CH:24]=[CH:23][C:22]([F:25])=[CH:21][C:20]=3[CH3:26])[C:13]=2[CH:12]=[CH:11][C:10]1=[O:32]. The catalyst class is: 3. (2) Reactant: [CH3:1][N:2]1C(=O)CCC1.Cl[C:9]1[CH:14]=[CH:13][C:12]([NH:15]C(=O)C(C)(C)C)=[C:11]([C:22]#[C:23][CH3:24])[C:10]=1[C:25]([F:28])([F:27])[F:26].C([Cu])#N.[OH-].[NH4+]. Product: [CH3:24][C:23]1[NH:15][C:12]2[C:11]([CH:22]=1)=[C:10]([C:25]([F:26])([F:27])[F:28])[C:9]([C:1]#[N:2])=[CH:14][CH:13]=2. The catalyst class is: 28. (3) Reactant: [CH2:1]([O:8][CH2:9][CH2:10][CH2:11][C:12]1[CH:13]=[N:14][CH:15]=[CH:16][CH:17]=1)[C:2]1[CH:7]=[CH:6][CH:5]=[CH:4][CH:3]=1.[OH:18]O.O. Product: [CH2:1]([O:8][CH2:9][CH2:10][CH2:11][C:12]1[CH:13]=[N+:14]([O-:18])[CH:15]=[CH:16][CH:17]=1)[C:2]1[CH:3]=[CH:4][CH:5]=[CH:6][CH:7]=1. The catalyst class is: 15. (4) Reactant: [OH:1][C:2]1[CH:7]=[CH:6][C:5]([C:8]2[CH:9]=[CH:10][C:11](=[O:14])[NH:12][N:13]=2)=[CH:4][CH:3]=1.[C:15](=[O:18])([O-:17])[O-].[Cs+].[Cs+].[C:21](O[C:21]([O:23][C:24]([CH3:27])([CH3:26])[CH3:25])=[O:22])([O:23][C:24]([CH3:27])([CH3:26])[CH3:25])=[O:22]. Product: [C:5]([O:17][C:15]([O:1][C:2]1[CH:7]=[CH:6][C:5]([C:8]2[CH:9]=[CH:10][C:11](=[O:14])[N:12]([C:21]([O:23][C:24]([CH3:27])([CH3:25])[CH3:26])=[O:22])[N:13]=2)=[CH:4][CH:3]=1)=[O:18])([CH3:8])([CH3:6])[CH3:4]. The catalyst class is: 880. (5) Reactant: C(OC(=O)[NH:7][C:8]1[CH:13]=[C:12]([CH2:14][C:15](O)([C:23]2[CH:28]=[CH:27][CH:26]=[CH:25][CH:24]=2)[C:16]2[CH:21]=[CH:20][CH:19]=[CH:18][C:17]=2[CH3:22])[CH:11]=[CH:10][N:9]=1)(C)(C)C.FC(F)(F)C(O)=O.CCOC(C)=O.C([O-])(O)=O.[Na+]. Product: [C:23]1([C:15]([C:16]2[CH:21]=[CH:20][CH:19]=[CH:18][C:17]=2[CH3:22])=[CH:14][C:12]2[CH:11]=[CH:10][N:9]=[C:8]([NH2:7])[CH:13]=2)[CH:24]=[CH:25][CH:26]=[CH:27][CH:28]=1. The catalyst class is: 34.